Dataset: Forward reaction prediction with 1.9M reactions from USPTO patents (1976-2016). Task: Predict the product of the given reaction. (1) Given the reactants [C:1]([C:3]1([CH2:30][CH3:31])[CH2:7][CH2:6][N:5]([C:8]2[CH:13]=[CH:12][N:11]=[C:10]([NH:14][C:15]3[CH:27]=[C:26]([CH3:28])[C:18]([C:19]([O:21]C(C)(C)C)=[O:20])=[CH:17][N:16]=3)[CH:9]=2)[C:4]1=[O:29])#[N:2].[ClH:32].C(OCC)(=O)C, predict the reaction product. The product is: [ClH:32].[C:1]([C:3]1([CH2:30][CH3:31])[CH2:7][CH2:6][N:5]([C:8]2[CH:13]=[CH:12][N:11]=[C:10]([NH:14][C:15]3[CH:27]=[C:26]([CH3:28])[C:18]([C:19]([OH:21])=[O:20])=[CH:17][N:16]=3)[CH:9]=2)[C:4]1=[O:29])#[N:2]. (2) Given the reactants [H-].[Na+].[Si:3]([O:10][C@H:11]1[CH2:15][CH2:14][NH:13][C:12]1=[O:16])([C:6]([CH3:9])([CH3:8])[CH3:7])([CH3:5])[CH3:4].Br[CH2:18][C:19]1[CH:24]=[CH:23][C:22]([Cl:25])=[CH:21][CH:20]=1, predict the reaction product. The product is: [Si:3]([O:10][C@H:11]1[CH2:15][CH2:14][N:13]([CH2:18][C:19]2[CH:24]=[CH:23][C:22]([Cl:25])=[CH:21][CH:20]=2)[C:12]1=[O:16])([C:6]([CH3:9])([CH3:8])[CH3:7])([CH3:5])[CH3:4].